Dataset: Full USPTO retrosynthesis dataset with 1.9M reactions from patents (1976-2016). Task: Predict the reactants needed to synthesize the given product. (1) Given the product [NH2:30][C:29]1[N:13]([C:12]2[C:11]([Cl:10])=[CH:17][C:16]([Cl:18])=[CH:15][C:14]=2[Cl:19])[N:1]=[C:22]([C:20]#[N:21])[CH:28]=1, predict the reactants needed to synthesize it. The reactants are: [N:1]([O-])=O.[Na+].S(=O)(=O)(O)O.[Cl:10][C:11]1[CH:17]=[C:16]([Cl:18])[CH:15]=[C:14]([Cl:19])[C:12]=1[NH2:13].[C:20]([CH:22]([CH2:28][C:29]#[N:30])C(OCC)=O)#[N:21]. (2) Given the product [CH:23]1([C:19]2[CH:20]=[C:21]([CH3:22])[C:16]([N:13]3[CH2:14][CH2:15][N:10]([C:8]([C:5]4[CH:6]=[CH:7][C:2]([N:30]5[CH2:31][C:32](=[O:33])[N:28]([CH3:27])[C:29]5=[O:34])=[CH:3][C:4]=4[F:26])=[O:9])[CH2:11][CH2:12]3)=[N:17][CH:18]=2)[CH2:25][CH2:24]1, predict the reactants needed to synthesize it. The reactants are: Br[C:2]1[CH:7]=[CH:6][C:5]([C:8]([N:10]2[CH2:15][CH2:14][N:13]([C:16]3[C:21]([CH3:22])=[CH:20][C:19]([CH:23]4[CH2:25][CH2:24]4)=[CH:18][N:17]=3)[CH2:12][CH2:11]2)=[O:9])=[C:4]([F:26])[CH:3]=1.[CH3:27][N:28]1[C:32](=[O:33])[CH2:31][NH:30][C:29]1=[O:34]. (3) Given the product [C:1]([C:3]1[CH:4]=[C:5]([CH:28]=[CH:29][CH:30]=1)[C:6]([NH:8][C:9]1[C:10]([CH3:27])=[C:11]2[C:17]([CH:18]3[CH2:25][C:22]4([CH2:23][CH2:24]4)[N:21]([C:31](=[O:35])[CH:32]([CH3:34])[CH3:33])[CH2:20][CH2:19]3)=[CH:16][N:15]([CH3:26])[C:12]2=[N:13][CH:14]=1)=[O:7])#[N:2], predict the reactants needed to synthesize it. The reactants are: [C:1]([C:3]1[CH:4]=[C:5]([CH:28]=[CH:29][CH:30]=1)[C:6]([NH:8][C:9]1[C:10]([CH3:27])=[C:11]2[C:17]([CH:18]3[CH2:25][C:22]4([CH2:24][CH2:23]4)[NH:21][CH2:20][CH2:19]3)=[CH:16][N:15]([CH3:26])[C:12]2=[N:13][CH:14]=1)=[O:7])#[N:2].[C:31](Cl)(=[O:35])[CH:32]([CH3:34])[CH3:33]. (4) Given the product [OH:6][CH:3]1[CH2:4][CH2:5][N:1]([C:7]([O:9][C:10]([CH3:13])([CH3:12])[CH3:11])=[O:8])[CH2:2]1, predict the reactants needed to synthesize it. The reactants are: [NH:1]1[CH2:5][CH2:4][CH:3]([OH:6])[CH2:2]1.[C:7](O[C:7]([O:9][C:10]([CH3:13])([CH3:12])[CH3:11])=[O:8])([O:9][C:10]([CH3:13])([CH3:12])[CH3:11])=[O:8].C(=O)(O)[O-].[Na+]. (5) Given the product [CH3:23][O:24][CH2:25][O:26][C:27]1[CH:32]=[CH:31][C:30]([C:2]2[CH:11]=[CH:10][CH:9]=[C:8]3[C:3]=2[CH:4]=[CH:5][N:6]=[C:7]3[NH:12][C:13]2[CH:14]=[C:15]3[C:20](=[CH:21][CH:22]=2)[N:19]=[CH:18][CH:17]=[CH:16]3)=[CH:29][CH:28]=1, predict the reactants needed to synthesize it. The reactants are: Br[C:2]1[CH:11]=[CH:10][CH:9]=[C:8]2[C:3]=1[CH:4]=[CH:5][N:6]=[C:7]2[NH:12][C:13]1[CH:14]=[C:15]2[C:20](=[CH:21][CH:22]=1)[N:19]=[CH:18][CH:17]=[CH:16]2.[CH3:23][O:24][CH2:25][O:26][C:27]1[CH:32]=[CH:31][C:30](B(O)O)=[CH:29][CH:28]=1. (6) Given the product [ClH:19].[F:1][C:2]1[C:9]([C:10]([F:13])([F:12])[F:11])=[CH:8][CH:7]=[CH:6][C:3]=1[CH:4]=[N:18][NH:17][C:14]([NH2:16])=[NH:15], predict the reactants needed to synthesize it. The reactants are: [F:1][C:2]1[C:9]([C:10]([F:13])([F:12])[F:11])=[CH:8][CH:7]=[CH:6][C:3]=1[CH:4]=O.[C:14]([NH:17][NH2:18])([NH2:16])=[NH:15].[ClH:19].